The task is: Predict the product of the given reaction.. This data is from Forward reaction prediction with 1.9M reactions from USPTO patents (1976-2016). (1) The product is: [Br:10][CH2:2][C:1]([C:4]1[S:5][CH:6]=[CH:7][C:8]=1[CH3:9])=[O:3]. Given the reactants [C:1]([C:4]1[S:5][CH:6]=[CH:7][C:8]=1[CH3:9])(=[O:3])[CH3:2].[Br:10]Br, predict the reaction product. (2) Given the reactants B(Br)(Br)Br.[CH3:5][O:6][C:7](=[O:43])[CH2:8][C:9]1[CH:14]=[CH:13][C:12]([C:15]2[CH:20]=[CH:19][C:18]([C:21]([CH2:39][CH3:40])([C:24]3[CH:29]=[CH:28][C:27]([O:30][S:31]([C:34]([F:37])([F:36])[F:35])(=[O:33])=[O:32])=[C:26]([CH3:38])[CH:25]=3)[CH2:22][CH3:23])=[CH:17][C:16]=2[O:41]C)=[CH:11][CH:10]=1.C(=O)(O)[O-].[Na+], predict the reaction product. The product is: [CH3:5][O:6][C:7](=[O:43])[CH2:8][C:9]1[CH:14]=[CH:13][C:12]([C:15]2[CH:20]=[CH:19][C:18]([C:21]([CH2:22][CH3:23])([C:24]3[CH:29]=[CH:28][C:27]([O:30][S:31]([C:34]([F:37])([F:35])[F:36])(=[O:32])=[O:33])=[C:26]([CH3:38])[CH:25]=3)[CH2:39][CH3:40])=[CH:17][C:16]=2[OH:41])=[CH:11][CH:10]=1. (3) The product is: [Cl:19][C:20]1[CH:25]=[CH:24][C:23]([NH:26][C:27]([NH:18][C@H:15]2[CH2:16][CH2:17][C@H:12]([C:5]3[C:4]4[C:9](=[CH:10][CH:11]=[C:2]([F:1])[CH:3]=4)[N:8]=[CH:7][CH:6]=3)[CH2:13][CH2:14]2)=[O:28])=[CH:22][CH:21]=1. Given the reactants [F:1][C:2]1[CH:3]=[C:4]2[C:9](=[CH:10][CH:11]=1)[N:8]=[CH:7][CH:6]=[C:5]2[C@H:12]1[CH2:17][CH2:16][C@H:15]([NH2:18])[CH2:14][CH2:13]1.[Cl:19][C:20]1[CH:25]=[CH:24][C:23]([N:26]=[C:27]=[O:28])=[CH:22][CH:21]=1, predict the reaction product.